This data is from Forward reaction prediction with 1.9M reactions from USPTO patents (1976-2016). The task is: Predict the product of the given reaction. (1) Given the reactants [CH:1]([C:3]1[CH:11]=[C:10]2[C:6]([C:7]([C:12]#[N:13])=[N:8][NH:9]2)=[CH:5][CH:4]=1)=O.[NH:14]1[C:22]2[C:17](=[CH:18][CH:19]=[CH:20][CH:21]=2)[CH2:16][C:15]1=[O:23].N1CCCCC1, predict the reaction product. The product is: [O:23]=[C:15]1[NH:14][C:22]2[C:17](/[C:16]/1=[CH:1]\[C:3]1[CH:11]=[C:10]3[C:6]([C:7]([C:12]#[N:13])=[N:8][NH:9]3)=[CH:5][CH:4]=1)=[CH:18][CH:19]=[CH:20][CH:21]=2. (2) Given the reactants [C:1]([CH2:6][C:7]([O:9]C)=O)(=O)[CH:2]([CH3:4])[CH3:3].[H-].[Na+].S(O[CH2:18][C:19]1[CH:24]=[CH:23][CH:22]=[CH:21][C:20]=1[O:25][CH2:26][C:27]1[CH:32]=[CH:31][CH:30]=[CH:29][CH:28]=1)(=O)(=O)C.Cl.O.[NH2:35][NH2:36], predict the reaction product. The product is: [CH2:26]([O:25][C:20]1[CH:21]=[CH:22][CH:23]=[CH:24][C:19]=1[CH2:18][C:6]1[C:7](=[O:9])[NH:35][NH:36][C:1]=1[CH:2]([CH3:4])[CH3:3])[C:27]1[CH:32]=[CH:31][CH:30]=[CH:29][CH:28]=1. (3) Given the reactants CS(Cl)(=O)=O.O[CH2:7][C@@H:8]([NH:12][C:13](=[O:19])[O:14][C:15]([CH3:18])([CH3:17])[CH3:16])[CH2:9][O:10][CH3:11].CCN(CC)CC.[N-:27]=[N+:28]=[N-:29].[Na+], predict the reaction product. The product is: [N:27]([CH2:7][C@@H:8]([NH:12][C:13](=[O:19])[O:14][C:15]([CH3:18])([CH3:17])[CH3:16])[CH2:9][O:10][CH3:11])=[N+:28]=[N-:29]. (4) Given the reactants [CH3:1][N:2]1[CH2:7][CH2:6][N:5]([C:8](Cl)=[O:9])[CH2:4][CH2:3]1.[CH3:11][CH:12]([CH3:30])[CH2:13][CH2:14][NH:15][C:16]([C:18]1[N:19]=[N:20][C:21]([N:24]2[CH2:29][CH2:28][NH:27][CH2:26][CH2:25]2)=[CH:22][CH:23]=1)=[O:17], predict the reaction product. The product is: [CH3:11][CH:12]([CH3:30])[CH2:13][CH2:14][NH:15][C:16]([C:18]1[N:19]=[N:20][C:21]([N:24]2[CH2:29][CH2:28][N:27]([C:8]([N:5]3[CH2:6][CH2:7][N:2]([CH3:1])[CH2:3][CH2:4]3)=[O:9])[CH2:26][CH2:25]2)=[CH:22][CH:23]=1)=[O:17]. (5) Given the reactants [NH:1]1[C:5]2[CH:6]=[CH:7][S:8][C:4]=2[CH:3]=[N:2]1.[I:9]I.[OH-].[K+].S(=O)(O)[O-].[Na+], predict the reaction product. The product is: [I:9][C:3]1[C:4]2[S:8][CH:7]=[CH:6][C:5]=2[NH:1][N:2]=1. (6) Given the reactants BrC1C=C(NC2C=CC([N:17]3[CH2:22][CH2:21][N:20]([CH:23]4[CH2:26][O:25][CH2:24]4)[CH2:19][CH2:18]3)=CN=2)C(=O)N(C)C=1.[Br:27][C:28]1[CH:29]=[C:30]([NH:36][C:37]2[CH:45]=C3CNCCN3[N:38]=2)[C:31](=[O:35])[N:32]([CH3:34])[CH:33]=1.O1CC(=O)C1.C([BH3-])#N.[Na+], predict the reaction product. The product is: [Br:27][C:28]1[CH:29]=[C:30]([NH:36][C:37]2[CH:45]=[C:22]3[CH2:21][N:20]([CH:23]4[CH2:24][O:25][CH2:26]4)[CH2:19][CH2:18][N:17]3[N:38]=2)[C:31](=[O:35])[N:32]([CH3:34])[CH:33]=1. (7) Given the reactants CO[C:3]([C:5]1[C:17](=[O:18])[N:16]([CH2:19][C:20]2[CH:25]=[CH:24][C:23]([F:26])=[CH:22][CH:21]=2)[N:15]2[C:7](=[CH:8][C:9]3[C:14]2=[CH:13][C:12]([C:27]([F:30])([F:29])[F:28])=[CH:11][CH:10]=3)[C:6]=1[OH:31])=[O:4].[NH2:32][C@H:33]([C:35]([OH:37])=[O:36])[CH3:34].C[O-].[Na+], predict the reaction product. The product is: [F:26][C:23]1[CH:22]=[CH:21][C:20]([CH2:19][N:16]2[N:15]3[C:7](=[CH:8][C:9]4[C:14]3=[CH:13][C:12]([C:27]([F:30])([F:28])[F:29])=[CH:11][CH:10]=4)[C:6]([OH:31])=[C:5]([C:3]([NH:32][C@@H:33]([CH3:34])[C:35]([OH:37])=[O:36])=[O:4])[C:17]2=[O:18])=[CH:25][CH:24]=1.